This data is from Full USPTO retrosynthesis dataset with 1.9M reactions from patents (1976-2016). The task is: Predict the reactants needed to synthesize the given product. (1) Given the product [Cl:45][C:42]1[CH:43]=[CH:44][C:39]([C:37]2[C:36]3[CH:46]=[C:47]([O:50][CH3:51])[CH:48]=[CH:49][C:35]=3[N:34]3[C:52]([CH3:55])=[N:53][N:54]=[C:33]3[C@H:32]([CH2:31][C:30]([NH:29][CH2:28][CH2:27][CH2:26][CH2:25][NH:24][C:7]([C:6]3[CH:5]=[C:4]([B:1]([OH:2])[OH:3])[CH:12]=[CH:11][CH:10]=3)=[O:9])=[O:56])[N:38]=2)=[CH:40][CH:41]=1, predict the reactants needed to synthesize it. The reactants are: [B:1]([C:4]1[CH:5]=[C:6]([CH:10]=[CH:11][CH:12]=1)[C:7]([OH:9])=O)([OH:3])[OH:2].CCN=C=NCCCN(C)C.[NH2:24][CH2:25][CH2:26][CH2:27][CH2:28][NH:29][C:30](=[O:56])[CH2:31][C@@H:32]1[N:38]=[C:37]([C:39]2[CH:44]=[CH:43][C:42]([Cl:45])=[CH:41][CH:40]=2)[C:36]2[CH:46]=[C:47]([O:50][CH3:51])[CH:48]=[CH:49][C:35]=2[N:34]2[C:52]([CH3:55])=[N:53][N:54]=[C:33]12. (2) Given the product [Cl:1][C:2]1[CH:3]=[C:4]2[C:9](=[CH:10][CH:11]=1)[N:8]([C:12]([O:14][CH2:15][C@:16]1([CH3:27])[O:28][C:19]3=[N:20][C:21]([N+:23]([O-:25])=[O:24])=[CH:22][N:18]3[CH2:17]1)=[O:13])[CH2:7][CH2:6][CH2:5]2, predict the reactants needed to synthesize it. The reactants are: [Cl:1][C:2]1[CH:3]=[C:4]2[C:9](=[CH:10][CH:11]=1)[N:8]([C:12]([O:14][CH2:15][C@@:16]([OH:28])([CH3:27])[CH2:17][N:18]1[CH:22]=[C:21]([N+:23]([O-:25])=[O:24])[N:20]=[C:19]1Cl)=[O:13])[CH2:7][CH2:6][CH2:5]2.[H-].[Na+]. (3) The reactants are: [CH2:1](Br)[C:2]1[CH:7]=[CH:6][CH:5]=[CH:4][CH:3]=1.[CH3:9][C:10]([C:12]1[CH:13]=[CH:14][C:15]([OH:19])=[CH:16][C:17]=1[OH:18])=[O:11].C(=O)([O-])[O-].[K+].[K+]. Given the product [CH2:1]([O:18][C:17]1[CH:16]=[C:15]([O:19][CH2:1][C:2]2[CH:7]=[CH:6][CH:5]=[CH:4][CH:3]=2)[CH:14]=[CH:13][C:12]=1[C:10](=[O:11])[CH3:9])[C:2]1[CH:7]=[CH:6][CH:5]=[CH:4][CH:3]=1, predict the reactants needed to synthesize it. (4) Given the product [CH2:1]([O:3][C:4]([C:6]1[NH:7][CH:8]=[C:9]([C:23](=[O:24])[CH2:22][C:17]2[CH:18]=[CH:19][CH:20]=[CH:21][C:16]=2[Br:15])[CH:10]=1)=[O:5])[CH3:2], predict the reactants needed to synthesize it. The reactants are: [CH2:1]([O:3][C:4]([C:6]1[NH:7][CH:8]=[CH:9][CH:10]=1)=[O:5])[CH3:2].[Cl-].[Al+3].[Cl-].[Cl-].[Br:15][C:16]1[CH:21]=[CH:20][CH:19]=[CH:18][C:17]=1[CH2:22][C:23](Cl)=[O:24].